From a dataset of Full USPTO retrosynthesis dataset with 1.9M reactions from patents (1976-2016). Predict the reactants needed to synthesize the given product. (1) Given the product [CH3:1][O:2][C:3](=[O:20])[NH:4][C:5]1[S:6][C:7]2[C:13]([C:14]3[N:24]=[C:21]([CH3:22])[S:23][CH:15]=3)=[CH:12][CH:11]=[C:10]([O:18][CH3:19])[C:8]=2[N:9]=1, predict the reactants needed to synthesize it. The reactants are: [CH3:1][O:2][C:3](=[O:20])[NH:4][C:5]1[S:6][C:7]2[C:13]([C:14](=O)[CH2:15]Br)=[CH:12][CH:11]=[C:10]([O:18][CH3:19])[C:8]=2[N:9]=1.[C:21]([NH2:24])(=[S:23])[CH3:22]. (2) Given the product [CH3:1][C:2]1[N:7]=[C:6]2[S:8][C:9]3[CH2:13][CH2:12][CH2:11][C:10]=3[C:5]2=[C:4]([C:14]2[CH:15]=[CH:16][CH:17]=[CH:18][CH:19]=2)[C:3]=1[CH:20]([CH2:36][CH2:35][CH3:39])[C:21]([O:23][CH3:24])=[O:22], predict the reactants needed to synthesize it. The reactants are: [CH3:1][C:2]1[N:7]=[C:6]2[S:8][C:9]3[CH2:13][CH2:12][CH2:11][C:10]=3[C:5]2=[C:4]([C:14]2[CH:19]=[CH:18][CH:17]=[CH:16][CH:15]=2)[C:3]=1[CH2:20][C:21]([O:23][CH3:24])=[O:22].[Li+].C[Si]([N-][Si](C)(C)C)(C)C.[CH2:35]1[CH2:39]OC[CH2:36]1.ICCC. (3) Given the product [CH3:9][N:10]1[CH2:15][CH2:14][N:13]([C:2]2[CH:7]=[N:6][NH:5][C:4](=[O:8])[CH:3]=2)[CH2:12][CH2:11]1, predict the reactants needed to synthesize it. The reactants are: I[C:2]1[CH:7]=[N:6][NH:5][C:4](=[O:8])[CH:3]=1.[CH3:9][N:10]1[CH2:15][CH2:14][NH:13][CH2:12][CH2:11]1.